This data is from Reaction yield outcomes from USPTO patents with 853,638 reactions. The task is: Predict the reaction yield, written as a fraction of the theoretical maximum amount of product (1.0 means a 100% yield; for example, 0.34 means a 34% yield). (1) The reactants are [Br:1][C:2]1[CH:3]=[C:4]([O:8][C:9]2[CH:10]=[CH:11][C:12]([N+:24]([O-])=O)=[C:13]([CH2:15][NH:16][C:17](=[O:23])[O:18][C:19]([CH3:22])([CH3:21])[CH3:20])[CH:14]=2)[CH:5]=[N:6][CH:7]=1.[Cl-].[NH4+].C(O)C. The catalyst is [Fe].O. The product is [NH2:24][C:12]1[CH:11]=[CH:10][C:9]([O:8][C:4]2[CH:5]=[N:6][CH:7]=[C:2]([Br:1])[CH:3]=2)=[CH:14][C:13]=1[CH2:15][NH:16][C:17](=[O:23])[O:18][C:19]([CH3:21])([CH3:20])[CH3:22]. The yield is 0.940. (2) The reactants are [CH3:1][N:2]([CH2:7][C:8]1[O:9][C:10]2[CH:17]=[CH:16][CH:15]=[CH:14][C:11]=2[C:12]=1[CH3:13])[C:3](=[O:6])[CH:4]=[CH2:5].C(N(C(C)C)CC)(C)C.Br[C:28]1[CH:37]=[N:36][C:35]2[NH:34][CH2:33][C:32](C)(C)[O:31][C:30]=2[CH:29]=1.CC1C=CC=CC=1P(C1C=CC=CC=1C)C1C=CC=CC=1C. The catalyst is C(#N)CC.CN(C=O)C.CC([O-])=O.CC([O-])=O.[Pd+2]. The product is [O:31]1[CH2:32][CH2:33][NH:34][C:35]2[N:36]=[CH:37][C:28](/[CH:5]=[CH:4]/[C:3]([N:2]([CH3:1])[CH2:7][C:8]3[O:9][C:10]4[CH:17]=[CH:16][CH:15]=[CH:14][C:11]=4[C:12]=3[CH3:13])=[O:6])=[CH:29][C:30]1=2. The yield is 0.520.